Dataset: Full USPTO retrosynthesis dataset with 1.9M reactions from patents (1976-2016). Task: Predict the reactants needed to synthesize the given product. (1) Given the product [CH3:39][O:38][C:32]1[CH:31]=[C:30]([N:29]([CH3:28])[C:2]2[C:3]([CH:5]=[C:6]([NH:10][C:11]3[C:20]4[C:15](=[CH:16][C:17]([O:23][CH2:24][CH2:25][O:26][CH3:27])=[C:18]([O:21][CH3:22])[CH:19]=4)[N:14]=[CH:13][N:12]=3)[C:7](=[O:9])[CH:8]=2)=[O:4])[CH:35]=[CH:34][C:33]=1[O:36][CH3:37], predict the reactants needed to synthesize it. The reactants are: Cl[C:2]1[C:3]([CH:5]=[C:6]([NH:10][C:11]2[C:20]3[C:15](=[CH:16][C:17]([O:23][CH2:24][CH2:25][O:26][CH3:27])=[C:18]([O:21][CH3:22])[CH:19]=3)[N:14]=[CH:13][N:12]=2)[C:7](=[O:9])[CH:8]=1)=[O:4].[CH3:28][NH:29][C:30]1[CH:35]=[CH:34][C:33]([O:36][CH3:37])=[C:32]([O:38][CH3:39])[CH:31]=1. (2) Given the product [CH3:1][C:2]1[CH:11]=[CH:10][C:9]2[C:4](=[CH:5][CH:6]=[CH:7][C:8]=2[N:12]2[CH2:17][CH2:16][NH:15][CH2:14][CH2:13]2)[N:3]=1, predict the reactants needed to synthesize it. The reactants are: [CH3:1][C:2]1[CH:11]=[CH:10][C:9]2[C:4](=[CH:5][CH:6]=[CH:7][C:8]=2[N:12]2[CH2:17][CH2:16][N:15](C(OC(C)(C)C)=O)[CH2:14][CH2:13]2)[N:3]=1.FC(F)(F)C(O)=O.